Dataset: Forward reaction prediction with 1.9M reactions from USPTO patents (1976-2016). Task: Predict the product of the given reaction. (1) Given the reactants [CH3:1][NH:2][CH2:3][CH2:4][C@@H:5]([C:7]1S[CH:9]=[CH:10][CH:11]=1)[OH:6].CN[CH2:14][CH2:15]C(C1SC=CC=1)=O, predict the reaction product. The product is: [CH3:1][NH:2][CH2:3][CH2:4][C@@H:5]([C:7]1[CH:15]=[CH:14][CH:9]=[CH:10][CH:11]=1)[OH:6]. (2) Given the reactants [CH2:1]([O:8][C:9]([CH:11]([CH2:21][CH2:22][O:23][CH3:24])[CH2:12][C:13]1([C:18](O)=[O:19])[CH2:17][CH2:16][CH2:15][CH2:14]1)=[O:10])[C:2]1[CH:7]=[CH:6][CH:5]=[CH:4][CH:3]=1.[NH2:25][C:26]1[CH:31]=[C:30]([C:32]2[CH:37]=[CH:36][CH:35]=[CH:34][CH:33]=2)[CH:29]=[CH:28][N:27]=1, predict the reaction product. The product is: [CH2:1]([O:8][C:9](=[O:10])[CH:11]([CH2:12][C:13]1([C:18]([NH:25][C:26]2[CH:31]=[C:30]([C:32]3[CH:37]=[CH:36][CH:35]=[CH:34][CH:33]=3)[CH:29]=[CH:28][N:27]=2)=[O:19])[CH2:17][CH2:16][CH2:15][CH2:14]1)[CH2:21][CH2:22][O:23][CH3:24])[C:2]1[CH:7]=[CH:6][CH:5]=[CH:4][CH:3]=1. (3) Given the reactants Cl.[N+:2]([C:5]1[CH:12]=[CH:11][CH:10]=[C:9]([O:13][CH2:14][CH:15]2[CH2:20][CH2:19][CH2:18][CH2:17][NH:16]2)[C:6]=1[C:7]#[N:8])([O-:4])=[O:3].C(N(CC)CC)C.[CH2:28]([N:30]=[C:31]=[O:32])[CH3:29], predict the reaction product. The product is: [C:7]([C:6]1[C:5]([N+:2]([O-:4])=[O:3])=[CH:12][CH:11]=[CH:10][C:9]=1[O:13][CH2:14][CH:15]1[CH2:20][CH2:19][CH2:18][CH2:17][N:16]1[C:31]([NH:30][CH2:28][CH3:29])=[O:32])#[N:8].